This data is from Forward reaction prediction with 1.9M reactions from USPTO patents (1976-2016). The task is: Predict the product of the given reaction. (1) Given the reactants [NH2:1][CH2:2][CH2:3][CH2:4][N:5]1[C:13]([S:14][C:15]2[CH:20]=[C:19]([Cl:21])[CH:18]=[C:17]([Cl:22])[CH:16]=2)=[N:12][C:11]2[C:6]1=[N:7][CH:8]=[N:9][C:10]=2[NH2:23].[CH:24]1[C:29]([N:30]=[C:31]=[S:32])=[CH:28][C:27]2[C:33]([O:35][C:36]3([C:46]4[CH:47]=[CH:48][C:49]([OH:51])=[CH:50][C:45]=4[O:44][C:38]4[CH:39]=[C:40]([OH:43])[CH:41]=[CH:42][C:37]3=4)[C:26]=2[CH:25]=1)=[O:34].CCN(CC)CC, predict the reaction product. The product is: [NH2:23][C:10]1[N:9]=[CH:8][N:7]=[C:6]2[C:11]=1[N:12]=[C:13]([S:14][C:15]1[CH:20]=[C:19]([Cl:21])[CH:18]=[C:17]([Cl:22])[CH:16]=1)[N:5]2[CH2:4][CH2:3][CH2:2][NH:1][C:31](=[S:32])[NH:30][C:29]1[CH:24]=[CH:25][C:26]([C:36]2[C:37]3[C:38]([O:44][C:45]4[C:46]=2[CH:47]=[CH:48][C:49](=[O:51])[CH:50]=4)=[CH:39][C:40]([OH:43])=[CH:41][CH:42]=3)=[C:27]([CH:28]=1)[C:33]([OH:35])=[O:34]. (2) Given the reactants [CH3:1][CH:2]([N:4]1[C:8]([C:9]([O:11][CH2:12][CH3:13])=[O:10])=[CH:7][CH:6]=[N:5]1)[CH3:3].[B-](F)(F)(F)[F:15].[B-](F)(F)(F)F.C1[N+]2(CCl)CC[N+](F)(CC2)C1.C(#N)C, predict the reaction product. The product is: [F:15][C:7]1[CH:6]=[N:5][N:4]([CH:2]([CH3:1])[CH3:3])[C:8]=1[C:9]([O:11][CH2:12][CH3:13])=[O:10]. (3) Given the reactants [NH2:1][C:2]1[CH:3]=[C:4]([S:8][C:9]2[CH:14]=[CH:13][N:12]=[C:11]([NH:15][C:16]3[CH:21]=[CH:20][C:19]([N:22]4[CH2:27][CH2:26][O:25][CH2:24][CH2:23]4)=[CH:18][CH:17]=3)[N:10]=2)[CH:5]=[CH:6][CH:7]=1.[C:28]([CH2:30][C:31](O)=[O:32])#[N:29], predict the reaction product. The product is: [O:25]1[CH2:24][CH2:23][N:22]([C:19]2[CH:18]=[CH:17][C:16]([NH:15][C:11]3[N:10]=[C:9]([S:8][C:4]4[CH:3]=[C:2]([NH:1][C:31](=[O:32])[CH2:30][C:28]#[N:29])[CH:7]=[CH:6][CH:5]=4)[CH:14]=[CH:13][N:12]=3)=[CH:21][CH:20]=2)[CH2:27][CH2:26]1. (4) Given the reactants [CH:1]1[CH:2]=[CH:3][C:4]2[S:9][N:8]=[C:7]([N:10]3[CH2:15][CH2:14][N:13]([CH2:16][C@H:17]4[C@H:22]([CH2:23][N:24]5[C:34](=[O:35])[C@H:33]6[C@H:27]([C@H:28]7[CH2:32][C@@H:31]6[CH2:30][CH2:29]7)[C:25]5=[O:26])[CH2:21][CH2:20][CH2:19][CH2:18]4)[CH2:12][CH2:11]3)[C:5]=2[CH:6]=1.[ClH:36], predict the reaction product. The product is: [CH:1]1[CH:2]=[CH:3][C:4]2[S:9][N:8]=[C:7]([N:10]3[CH2:15][CH2:14][N:13]([CH2:16][C@H:17]4[C@H:22]([CH2:23][N:24]5[C:34](=[O:35])[C@H:33]6[C@H:27]([C@H:28]7[CH2:32][C@@H:31]6[CH2:30][CH2:29]7)[C:25]5=[O:26])[CH2:21][CH2:20][CH2:19][CH2:18]4)[CH2:12][CH2:11]3)[C:5]=2[CH:6]=1.[ClH:36]. (5) Given the reactants C1COCC1.C([O:8][C:9](=[O:21])[C:10]1[CH:15]=[CH:14][C:13]([C:16](=[NH:20])[N:17]([CH3:19])[CH3:18])=[CH:12][CH:11]=1)C.[OH-].[Li+], predict the reaction product. The product is: [CH3:18][N:17]([CH3:19])[C:16]([C:13]1[CH:14]=[CH:15][C:10]([C:9]([OH:21])=[O:8])=[CH:11][CH:12]=1)=[NH:20]. (6) The product is: [NH2:21][C:2]1[C:7]([O:8][CH3:9])=[CH:6][N:5]=[CH:4][N:3]=1. Given the reactants Cl[C:2]1[C:7]([O:8][CH3:9])=[CH:6][N:5]=[CH:4][N:3]=1.CCO.C(Cl)Cl.CO.C(Cl)Cl.[NH3:21], predict the reaction product. (7) Given the reactants CI.[H-].[Na+].[CH2:5]([C@:8]1([CH2:22][OH:23])[CH2:12][N:11]([C@@H:13]([C:15]2[CH:20]=[CH:19][CH:18]=[CH:17][CH:16]=2)[CH3:14])[C:10](=[O:21])[CH2:9]1)[CH:6]=[CH2:7].[CH3:24]N(C)C=O, predict the reaction product. The product is: [CH2:5]([C@:8]1([CH2:22][O:23][CH3:24])[CH2:12][N:11]([C@@H:13]([C:15]2[CH:16]=[CH:17][CH:18]=[CH:19][CH:20]=2)[CH3:14])[C:10](=[O:21])[CH2:9]1)[CH:6]=[CH2:7]. (8) Given the reactants ClC1C=C([C:9]2[N:13]3[C:14]4[N:22]=[C:21]([O:23][CH3:24])[CH:20]=[CH:19][C:15]=4[N:16]=[C:17]([CH3:18])[C:12]3=[C:11]([CH3:25])[N:10]=2)C=C(Cl)C=1.[Cl:26][C:27]1[CH:32]=[CH:31][C:30](B(O)O)=[C:29]([CH3:36])[CH:28]=1.C([O-])([O-])=O.[K+].[K+], predict the reaction product. The product is: [Cl:26][C:27]1[CH:32]=[CH:31][C:30]([C:9]2[N:13]3[C:14]4[N:22]=[C:21]([O:23][CH3:24])[CH:20]=[CH:19][C:15]=4[N:16]=[C:17]([CH3:18])[C:12]3=[C:11]([CH3:25])[N:10]=2)=[C:29]([CH3:36])[CH:28]=1. (9) Given the reactants [F:1][C:2]([F:15])([F:14])[C:3]1[CH:4]=[C:5]2[C:9](=[CH:10][CH:11]=1)[C:8](=[O:12])O[C:6]2=[O:13].[F:16][C:17]([F:21])([F:20])[CH2:18][NH2:19], predict the reaction product. The product is: [F:16][C:17]([F:21])([F:20])[CH2:18][N:19]1[C:6](=[O:13])[C:5]2[C:9](=[CH:10][CH:11]=[C:3]([C:2]([F:1])([F:15])[F:14])[CH:4]=2)[C:8]1=[O:12]. (10) Given the reactants Br[C:2]1[CH:7]=[CH:6][C:5]([F:8])=[C:4]([O:9][CH3:10])[CH:3]=1.C([O-])(=O)C.[K+].[B:16]1([B:16]2[O:20][C:19]([CH3:22])([CH3:21])[C:18]([CH3:24])([CH3:23])[O:17]2)[O:20][C:19]([CH3:22])([CH3:21])[C:18]([CH3:24])([CH3:23])[O:17]1, predict the reaction product. The product is: [F:8][C:5]1[CH:6]=[CH:7][C:2]([B:16]2[O:20][C:19]([CH3:22])([CH3:21])[C:18]([CH3:24])([CH3:23])[O:17]2)=[CH:3][C:4]=1[O:9][CH3:10].